Dataset: Peptide-MHC class II binding affinity with 134,281 pairs from IEDB. Task: Regression. Given a peptide amino acid sequence and an MHC pseudo amino acid sequence, predict their binding affinity value. This is MHC class II binding data. (1) The peptide sequence is GSSDNEFVKLAWRREHKDLD. The MHC is DRB1_0101 with pseudo-sequence DRB1_0101. The binding affinity (normalized) is 0.567. (2) The peptide sequence is QLSALWARFPLPVIP. The MHC is DRB1_1602 with pseudo-sequence DRB1_1602. The binding affinity (normalized) is 0.475.